Task: Predict the reaction yield, written as a fraction of the theoretical maximum amount of product (1.0 means a 100% yield; for example, 0.34 means a 34% yield).. Dataset: Reaction yield outcomes from USPTO patents with 853,638 reactions (1) The reactants are [NH2:1][C:2]1[C:11]([SH:12])=[CH:10][C:5]([C:6]([O:8][CH3:9])=[O:7])=[C:4]([NH:13][C:14]2[CH:19]=[CH:18][CH:17]=[CH:16][C:15]=2[F:20])[C:3]=1[F:21].[CH3:22]C1C=CC(S(O)(=O)=O)=CC=1.O. The catalyst is C(OC)(OC)OC. The product is [F:21][C:3]1[C:2]2[N:1]=[CH:22][S:12][C:11]=2[CH:10]=[C:5]([C:6]([O:8][CH3:9])=[O:7])[C:4]=1[NH:13][C:14]1[CH:19]=[CH:18][CH:17]=[CH:16][C:15]=1[F:20]. The yield is 0.851. (2) The reactants are [CH3:1][S:2][C:3]1[CH:4]=[C:5]([CH:9]=[CH:10][C:11]=1[S:12][CH3:13])[CH2:6][C:7]#[N:8].C[O:15][N:16]=O. No catalyst specified. The product is [OH:15][N:16]=[C:6]([C:7]#[N:8])[C:5]1[CH:9]=[CH:10][C:11]([S:12][CH3:13])=[C:3]([S:2][CH3:1])[CH:4]=1. The yield is 0.580. (3) The reactants are C(S([C:11]1[C:23]2[C:22]3[C:17](=[C:18]([N:25]([CH3:33])[C:26](=[O:32])[O:27][C:28]([CH3:31])([CH3:30])[CH3:29])[CH:19]=[C:20]([F:24])[CH:21]=3)[NH:16][C:15]=2[N:14]=[C:13]([O:34][C:35]2[CH:36]=[N:37][C:38]([S:41]([CH3:44])(=O)=O)=[N:39][CH:40]=2)[N:12]=1)(=O)=O)C1C=CC=CC=1.[CH2:45]([NH2:52])[CH2:46][CH2:47][CH2:48][CH2:49][CH2:50][NH2:51].SC[C:55]([O:57]CC)=[O:56].[OH-].[Na+]. The catalyst is CN1C(=O)CCC1. The product is [NH2:51][CH2:50][CH2:49][CH2:48][CH2:47][CH2:46][CH2:45][NH:52][C:11]1[C:23]2[C:22]3[C:17](=[C:18]([N:25]([C:26]([O:27][C:28]([CH3:29])([CH3:30])[CH3:31])=[O:32])[CH3:33])[CH:19]=[C:20]([F:24])[CH:21]=3)[NH:16][C:15]=2[N:14]=[C:13]([O:34][C:35]2[CH:40]=[N:39][C:38]([S:41][CH2:44][C:55]([OH:57])=[O:56])=[N:37][CH:36]=2)[N:12]=1. The yield is 0.600. (4) The reactants are [O:1]1[C:5]2[CH:6]=[CH:7][C:8]([C:10](Cl)=[O:11])=[CH:9][C:4]=2[O:3][CH2:2]1.Cl.[CH3:14][O:15][C:16](=[O:23])[C@@H:17]([CH2:19][CH:20]([CH3:22])[CH3:21])[NH2:18]. No catalyst specified. The product is [O:3]1[C:4]2[CH:9]=[C:8]([C:10]([NH:18][C@H:17]([CH2:19][CH:20]([CH3:22])[CH3:21])[C:16]([O:15][CH3:14])=[O:23])=[O:11])[CH:7]=[CH:6][C:5]=2[O:1][CH2:2]1. The yield is 0.830. (5) The reactants are [C:1]([C:4]1[C:9]([O:10][CH2:11][C:12]2[CH:17]=[CH:16][CH:15]=[CH:14][CH:13]=2)=[CH:8][C:7]([NH:18][C:19](=[O:21])[CH3:20])=[C:6]([Br:22])[CH:5]=1)(=[O:3])[CH3:2].[Li+].[CH3:24][CH:25]([N-]C(C)C)[CH3:26].C(Br)C=C. The catalyst is C1COCC1. The product is [C:1]([C:4]1[C:9]([O:10][CH2:11][C:12]2[CH:17]=[CH:16][CH:15]=[CH:14][CH:13]=2)=[CH:8][C:7]([N:18]([CH2:26][CH:25]=[CH2:24])[C:19](=[O:21])[CH3:20])=[C:6]([Br:22])[CH:5]=1)(=[O:3])[CH3:2]. The yield is 0.580. (6) The reactants are N1CCNC1=NC1C=CC2OCCN(C)C=2C=1.C(N(CC)CC)C.CN(C)S(Cl)(=O)=O.[N:32]([CH2:35][CH:36]([N:48]1C(=O)C2C(=CC=CC=2)C1=O)[CH2:37][CH:38]1[CH2:47][CH2:46][C:45]2[C:40](=[CH:41][CH:42]=[CH:43][CH:44]=2)[CH2:39]1)=[N+:33]=[N-:34].C[Mg]Cl. The catalyst is CN(C=O)C.C1COCC1. The product is [N:32]([CH2:35][CH:36]([NH2:48])[CH2:37][CH:38]1[CH2:47][CH2:46][C:45]2[C:40](=[CH:41][CH:42]=[CH:43][CH:44]=2)[CH2:39]1)=[N+:33]=[N-:34]. The yield is 0.950.